Task: Predict the reaction yield, written as a fraction of the theoretical maximum amount of product (1.0 means a 100% yield; for example, 0.34 means a 34% yield).. Dataset: Reaction yield outcomes from USPTO patents with 853,638 reactions The reactants are [C:1]([C:5]1[CH:9]=[C:8]([CH2:10][NH2:11])[N:7]([C:12]2[CH:17]=[CH:16][CH:15]=[C:14]([Cl:18])[CH:13]=2)[N:6]=1)([CH3:4])([CH3:3])[CH3:2].C(N(CC)CC)C.[CH3:26][O:27][CH2:28][CH2:29][NH:30][C:31]1[N:36]=[CH:35][C:34]([NH:37][C:38](=O)[O:39]C2C=CC=CC=2)=[CH:33][CH:32]=1. The product is [C:1]([C:5]1[CH:9]=[C:8]([CH2:10][NH:11][C:38]([NH:37][C:34]2[CH:35]=[N:36][C:31]([NH:30][CH2:29][CH2:28][O:27][CH3:26])=[CH:32][CH:33]=2)=[O:39])[N:7]([C:12]2[CH:17]=[CH:16][CH:15]=[C:14]([Cl:18])[CH:13]=2)[N:6]=1)([CH3:4])([CH3:2])[CH3:3]. The catalyst is C(#N)C. The yield is 0.980.